Dataset: NCI-60 drug combinations with 297,098 pairs across 59 cell lines. Task: Regression. Given two drug SMILES strings and cell line genomic features, predict the synergy score measuring deviation from expected non-interaction effect. (1) Cell line: SNB-75. Drug 2: B(C(CC(C)C)NC(=O)C(CC1=CC=CC=C1)NC(=O)C2=NC=CN=C2)(O)O. Synergy scores: CSS=8.85, Synergy_ZIP=-3.56, Synergy_Bliss=-2.60, Synergy_Loewe=-1.92, Synergy_HSA=-2.11. Drug 1: CC1OCC2C(O1)C(C(C(O2)OC3C4COC(=O)C4C(C5=CC6=C(C=C35)OCO6)C7=CC(=C(C(=C7)OC)O)OC)O)O. (2) Synergy scores: CSS=55.6, Synergy_ZIP=3.01, Synergy_Bliss=5.37, Synergy_Loewe=3.31, Synergy_HSA=4.47. Drug 2: CC12CCC3C(C1CCC2O)C(CC4=C3C=CC(=C4)O)CCCCCCCCCS(=O)CCCC(C(F)(F)F)(F)F. Cell line: MOLT-4. Drug 1: CC(CN1CC(=O)NC(=O)C1)N2CC(=O)NC(=O)C2. (3) Drug 1: CNC(=O)C1=CC=CC=C1SC2=CC3=C(C=C2)C(=NN3)C=CC4=CC=CC=N4. Drug 2: CCN(CC)CCCC(C)NC1=C2C=C(C=CC2=NC3=C1C=CC(=C3)Cl)OC. Cell line: SK-MEL-2. Synergy scores: CSS=11.8, Synergy_ZIP=-4.67, Synergy_Bliss=-4.28, Synergy_Loewe=-6.39, Synergy_HSA=-5.53. (4) Drug 1: CC1=CC2C(CCC3(C2CCC3(C(=O)C)OC(=O)C)C)C4(C1=CC(=O)CC4)C. Drug 2: CC12CCC3C(C1CCC2O)C(CC4=C3C=CC(=C4)O)CCCCCCCCCS(=O)CCCC(C(F)(F)F)(F)F. Cell line: SF-268. Synergy scores: CSS=-5.16, Synergy_ZIP=2.49, Synergy_Bliss=-1.63, Synergy_Loewe=-8.37, Synergy_HSA=-6.37. (5) Drug 1: COC1=CC(=CC(=C1O)OC)C2C3C(COC3=O)C(C4=CC5=C(C=C24)OCO5)OC6C(C(C7C(O6)COC(O7)C8=CC=CS8)O)O. Drug 2: CN1C2=C(C=C(C=C2)N(CCCl)CCCl)N=C1CCCC(=O)O.Cl. Cell line: NCI-H460. Synergy scores: CSS=48.7, Synergy_ZIP=6.50, Synergy_Bliss=5.66, Synergy_Loewe=-28.8, Synergy_HSA=5.78. (6) Drug 1: C1=CC(=CC=C1C#N)C(C2=CC=C(C=C2)C#N)N3C=NC=N3. Drug 2: CS(=O)(=O)OCCCCOS(=O)(=O)C. Cell line: HCC-2998. Synergy scores: CSS=2.63, Synergy_ZIP=-2.23, Synergy_Bliss=-1.90, Synergy_Loewe=0.626, Synergy_HSA=-0.990. (7) Drug 1: CCCCC(=O)OCC(=O)C1(CC(C2=C(C1)C(=C3C(=C2O)C(=O)C4=C(C3=O)C=CC=C4OC)O)OC5CC(C(C(O5)C)O)NC(=O)C(F)(F)F)O. Drug 2: CCC1(C2=C(COC1=O)C(=O)N3CC4=CC5=C(C=CC(=C5CN(C)C)O)N=C4C3=C2)O.Cl. Cell line: OVCAR3. Synergy scores: CSS=33.7, Synergy_ZIP=-7.71, Synergy_Bliss=-7.41, Synergy_Loewe=-11.9, Synergy_HSA=-4.00.